From a dataset of Full USPTO retrosynthesis dataset with 1.9M reactions from patents (1976-2016). Predict the reactants needed to synthesize the given product. Given the product [F:19][C:16]1[CH:17]=[CH:18][C:13]([NH:12][C:11]2[N:10]3[N:21]=[CH:22][C:23]([S:24](=[O:26])(=[O:25])[NH:31][CH2:30][C:29]([F:33])([F:32])[F:28])=[C:9]3[N:8]=[CH:7][C:6]=2[C:4]([O:3][CH2:1][CH3:2])=[O:5])=[C:14]([CH3:20])[CH:15]=1, predict the reactants needed to synthesize it. The reactants are: [CH2:1]([O:3][C:4]([C:6]1[CH:7]=[N:8][C:9]2[N:10]([N:21]=[CH:22][C:23]=2[S:24](O)(=[O:26])=[O:25])[C:11]=1[NH:12][C:13]1[CH:18]=[CH:17][C:16]([F:19])=[CH:15][C:14]=1[CH3:20])=[O:5])[CH3:2].[F:28][C:29]([F:33])([F:32])[CH2:30][NH2:31].